This data is from Forward reaction prediction with 1.9M reactions from USPTO patents (1976-2016). The task is: Predict the product of the given reaction. (1) Given the reactants [NH2:1][CH2:2][C:3]1[C:12](=[O:13])[C:11]2[C:6](=[CH:7][C:8]([Cl:14])=[CH:9][CH:10]=2)[N:5]([C:15]2[CH:20]=[CH:19][CH:18]=[CH:17][CH:16]=2)[CH:4]=1.[N:21]1([C:27](Cl)=[O:28])[CH2:26][CH2:25][O:24][CH2:23][CH2:22]1.C(N(CC)C(C)C)(C)C, predict the reaction product. The product is: [Cl:14][C:8]1[CH:7]=[C:6]2[C:11]([C:12](=[O:13])[C:3]([CH2:2][NH:1][C:27]([N:21]3[CH2:26][CH2:25][O:24][CH2:23][CH2:22]3)=[O:28])=[CH:4][N:5]2[C:15]2[CH:16]=[CH:17][CH:18]=[CH:19][CH:20]=2)=[CH:10][CH:9]=1. (2) Given the reactants Cl[C:2]1[CH:7]=[C:6]([C:8]2[N:13]=[C:12]([CH:14]([F:16])[F:15])[CH:11]=[C:10]([C:17]3[CH:22]=[CH:21][C:20]([C:23]([F:26])([F:25])[F:24])=[CH:19][CH:18]=3)[N:9]=2)[CH:5]=[CH:4][N:3]=1.[C:27]([NH:31][S:32]([C:35]1[CH:36]=[C:37](B(O)O)[CH:38]=[CH:39][CH:40]=1)(=[O:34])=[O:33])([CH3:30])([CH3:29])[CH3:28], predict the reaction product. The product is: [C:27]([NH:31][S:32]([C:35]1[CH:36]=[CH:37][CH:38]=[C:39]([C:2]2[CH:7]=[C:6]([C:8]3[N:13]=[C:12]([CH:14]([F:16])[F:15])[CH:11]=[C:10]([C:17]4[CH:22]=[CH:21][C:20]([C:23]([F:26])([F:25])[F:24])=[CH:19][CH:18]=4)[N:9]=3)[CH:5]=[CH:4][N:3]=2)[CH:40]=1)(=[O:34])=[O:33])([CH3:30])([CH3:28])[CH3:29].